Dataset: Catalyst prediction with 721,799 reactions and 888 catalyst types from USPTO. Task: Predict which catalyst facilitates the given reaction. (1) The catalyst class is: 34. Reactant: Cl.[CH3:2][S:3]([C:6]1[CH:7]=[C:8]([CH:10]=[CH:11][CH:12]=1)[NH2:9])(=[O:5])=[O:4].C(=O)([O-])[O-].[Ca+2].[C:18](Cl)(Cl)=[S:19]. Product: [N:9]([C:8]1[CH:10]=[CH:11][CH:12]=[C:6]([S:3]([CH3:2])(=[O:4])=[O:5])[CH:7]=1)=[C:18]=[S:19]. (2) Reactant: [C:1](Cl)(=[O:8])[C:2]1[CH:7]=[CH:6][CH:5]=[CH:4][CH:3]=1.[NH2:10][C:11]1[CH:16]=[CH:15][C:14]([C:17]2[CH:24]=[C:23]([Cl:25])[C:20]([C:21]#[N:22])=[C:19]([C:26]3[CH:31]=[CH:30][C:29]([O:32][C:33]4[CH:38]=[CH:37][CH:36]=[CH:35][CH:34]=4)=[CH:28][CH:27]=3)[N:18]=2)=[CH:13][CH:12]=1.CCN(C(C)C)C(C)C. Product: [Cl:25][C:23]1[C:20]([C:21]#[N:22])=[C:19]([C:26]2[CH:27]=[CH:28][C:29]([O:32][C:33]3[CH:38]=[CH:37][CH:36]=[CH:35][CH:34]=3)=[CH:30][CH:31]=2)[N:18]=[C:17]([C:14]2[CH:13]=[CH:12][C:11]([NH:10][C:1](=[O:8])[C:2]3[CH:7]=[CH:6][CH:5]=[CH:4][CH:3]=3)=[CH:16][CH:15]=2)[CH:24]=1. The catalyst class is: 4. (3) Reactant: [CH3:1][O:2][C:3]1[CH:4]=[CH:5][N:6]=[C:7]([CH2:11][S+:12]([O-:26])[C:13]2[N-:14][C:15]3[CH:16]=[CH:17][C:18]([O:22][CH:23]([F:25])[F:24])=[CH:19][C:20]=3[N:21]=2)[C:8]=1[O:9][CH3:10].[Na+:27].C. Product: [CH3:1][O:2][C:3]1[CH:4]=[CH:5][N:6]=[C:7]([CH2:11][S:12]([C:13]2[N-:14][C:15]3[CH:16]=[CH:17][C:18]([O:22][CH:23]([F:24])[F:25])=[CH:19][C:20]=3[N:21]=2)=[O:26])[C:8]=1[O:9][CH3:10].[CH3:1][O:2][C:3]1[CH:4]=[CH:5][N:6]=[C:7]([CH2:11][S:12]([C:13]2[N-:14][C:15]3[CH:16]=[CH:17][C:18]([O:22][CH:23]([F:24])[F:25])=[CH:19][C:20]=3[N:21]=2)=[O:26])[C:8]=1[O:9][CH3:10].[OH2:2].[OH2:2].[OH2:2].[Na+:27].[Na+:27]. The catalyst class is: 21. (4) Reactant: [CH3:1][C:2]1([CH3:12])[C@@H:4]([C:5]2[CH:10]=[CH:9][CH:8]=[CH:7][CH:6]=2)[C@@H:3]1[NH2:11].C(N(CC)CC)C.[Cl:20][C:21]1[CH:22]=[CH:23][C:24]([O:30][CH3:31])=[C:25]([CH:29]=1)[C:26](O)=[O:27].F[B-](F)(F)F.N1(OC(N(C)C)=[N+](C)C)C2C=CC=CC=2N=N1. Product: [Cl:20][C:21]1[CH:22]=[CH:23][C:24]([O:30][CH3:31])=[C:25]([CH:29]=1)[C:26]([NH:11][C@H:3]1[C@H:4]([C:5]2[CH:10]=[CH:9][CH:8]=[CH:7][CH:6]=2)[C:2]1([CH3:12])[CH3:1])=[O:27]. The catalyst class is: 34. (5) Reactant: C[Si:2]([CH3:12])([CH3:11])[N:3]([CH2:8][CH:9]=C)[Si:4]([CH3:7])([CH3:6])[CH3:5].[Cl:13]C([SiH3])Cl. Product: [CH3:7][Si:4]([CH3:5])([CH3:6])[N:3]1[CH2:8][CH2:9][CH2:12][Si:2]1([Cl:13])[CH3:11]. The catalyst class is: 113. (6) Reactant: [N:1]1[C:5]2[CH:6]=[CH:7][CH:8]=[CH:9][C:4]=2[NH:3][CH:2]=1.[Li:10]CCCC. Product: [N:1]1[C:5]2[CH:6]=[CH:7][CH:8]=[CH:9][C:4]=2[N-:3][CH:2]=1.[Li+:10]. The catalyst class is: 11. (7) Reactant: [O:1]1C=CC=[C:2]1[C:6]1[CH:10]=[C:9]([CH:11]([CH3:13])[CH3:12])[S:8][N:7]=1.[O-:14][Mn](=O)(=O)=O.[K+].[OH-].[Na+]. Product: [CH:11]([C:9]1[S:8][N:7]=[C:6]([C:2]([OH:1])=[O:14])[CH:10]=1)([CH3:13])[CH3:12]. The catalyst class is: 95. (8) Reactant: [Cl:1][C:2]1[N:3]([CH3:12])[C:4]([Cl:11])=[CH:5][C:6]=1[C:7]([O:9]C)=[O:8].[OH-].[K+]. Product: [Cl:1][C:2]1[N:3]([CH3:12])[C:4]([Cl:11])=[CH:5][C:6]=1[C:7]([OH:9])=[O:8]. The catalyst class is: 72.